This data is from Full USPTO retrosynthesis dataset with 1.9M reactions from patents (1976-2016). The task is: Predict the reactants needed to synthesize the given product. (1) Given the product [CH3:18][O:17][N:16]([CH3:15])[C:9]([CH:6]1[CH2:5][CH2:4][CH:3]([C:2]([F:1])([F:13])[F:12])[O:8][CH2:7]1)=[O:11], predict the reactants needed to synthesize it. The reactants are: [F:1][C:2]([F:13])([F:12])[CH:3]1[O:8][CH2:7][CH:6]([C:9]([OH:11])=O)[CH2:5][CH2:4]1.Cl.[CH3:15][NH:16][O:17][CH3:18].CCN=C=NCCCN(C)C.C1C=CC2N(O)N=NC=2C=1.CCN(C(C)C)C(C)C. (2) Given the product [CH3:16][C:17]1[CH:25]=[CH:24][C:20]([C:21]([N:8]2[C@H:1]3[C@H:6]([CH2:5][CH2:4][N:3]([C:9]([O:11][C:12]([CH3:15])([CH3:14])[CH3:13])=[O:10])[CH2:2]3)[CH2:7]2)=[O:22])=[C:19]([N:26]2[CH:30]=[CH:29][N:28]=[N:27]2)[N:18]=1, predict the reactants needed to synthesize it. The reactants are: [C@H:1]12[NH:8][CH2:7][C@H:6]1[CH2:5][CH2:4][N:3]([C:9]([O:11][C:12]([CH3:15])([CH3:14])[CH3:13])=[O:10])[CH2:2]2.[CH3:16][C:17]1[CH:25]=[CH:24][C:20]([C:21](O)=[O:22])=[C:19]([N:26]2[CH:30]=[CH:29][N:28]=[N:27]2)[N:18]=1.F[P-](F)(F)(F)(F)F.N1(O[P+](N(C)C)(N(C)C)N(C)C)C2C=CC=CC=2N=N1.O. (3) The reactants are: [F:1][C:2]([F:20])([F:19])[C:3]1[CH:8]=[CH:7][C:6]([C:9]2[CH:14]=[CH:13][C:12]([S:15](Cl)(=[O:17])=[O:16])=[CH:11][CH:10]=2)=[CH:5][CH:4]=1.[CH3:21][C:22]([NH2:26])([C:24]#[CH:25])[CH3:23].C(O)C(N)(CO)CO.C(=O)([O-])[O-]. Given the product [CH3:21][C:22]([NH:26][S:15]([C:12]1[CH:13]=[CH:14][C:9]([C:6]2[CH:7]=[CH:8][C:3]([C:2]([F:20])([F:19])[F:1])=[CH:4][CH:5]=2)=[CH:10][CH:11]=1)(=[O:17])=[O:16])([C:24]#[CH:25])[CH3:23], predict the reactants needed to synthesize it. (4) Given the product [CH2:1]([C:4]1[CH:13]=[CH:12][CH:11]=[C:10]2[C:5]=1[C:6](=[O:15])[N:7]([C:24]([O:26][CH2:27][CH3:28])=[O:25])[C:8](=[O:14])[NH:9]2)[CH:2]=[CH2:3], predict the reactants needed to synthesize it. The reactants are: [CH2:1]([C:4]1[CH:13]=[CH:12][CH:11]=[C:10]2[C:5]=1[C:6](=[O:15])[NH:7][C:8](=[O:14])[NH:9]2)[CH:2]=[CH2:3].C(N(CC)CC)C.Cl[C:24]([O:26][CH2:27][CH3:28])=[O:25]. (5) Given the product [ClH:19].[Cl:19][C:20]1[CH:21]=[C:22]([CH:26]=[CH:27][C:28]=1[F:29])[C:23]([NH:1][C@H:2]1[CH2:3][CH2:4][C@@H:5]([NH:8][C:9]2[CH:14]=[C:13]([N:15]([CH3:17])[CH3:16])[C:12]([CH3:18])=[CH:11][N:10]=2)[CH2:6][CH2:7]1)=[O:24], predict the reactants needed to synthesize it. The reactants are: [NH2:1][C@@H:2]1[CH2:7][CH2:6][C@H:5]([NH:8][C:9]2[CH:14]=[C:13]([N:15]([CH3:17])[CH3:16])[C:12]([CH3:18])=[CH:11][N:10]=2)[CH2:4][CH2:3]1.[Cl:19][C:20]1[CH:21]=[C:22]([CH:26]=[CH:27][C:28]=1[F:29])[C:23](O)=[O:24].C1C=CC2N(O)N=NC=2C=1.O.CCN=C=NCCCN(C)C.Cl.C([O-])(O)=O.[Na+]. (6) Given the product [Cl:24][C:25]1[CH:33]=[CH:32][C:28]([C:29]([NH:2][CH2:3][C:4]2[CH:13]=[CH:12][CH:11]=[C:10]3[C:5]=2[C:6](=[O:23])[N:7]([CH:15]2[CH2:20][CH2:19][C:18](=[O:21])[NH:17][C:16]2=[O:22])[C:8]([CH3:14])=[N:9]3)=[O:30])=[CH:27][CH:26]=1, predict the reactants needed to synthesize it. The reactants are: Cl.[NH2:2][CH2:3][C:4]1[CH:13]=[CH:12][CH:11]=[C:10]2[C:5]=1[C:6](=[O:23])[N:7]([CH:15]1[CH2:20][CH2:19][C:18](=[O:21])[NH:17][C:16]1=[O:22])[C:8]([CH3:14])=[N:9]2.[Cl:24][C:25]1[CH:33]=[CH:32][C:28]([C:29](Cl)=[O:30])=[CH:27][CH:26]=1.C(N(CC)C(C)C)(C)C.